From a dataset of Catalyst prediction with 721,799 reactions and 888 catalyst types from USPTO. Predict which catalyst facilitates the given reaction. (1) Reactant: [H-].[Na+].[C:3]([O:7][C:8]([N:10]1[CH2:14][C@H:13]([OH:15])[CH2:12][C@@H:11]1[C@H:16]1[O:20][C:19]([CH3:22])([CH3:21])[N:18]([C:23](=[O:25])[CH3:24])[C@H:17]1[CH2:26][C:27]1[CH:32]=[C:31]([F:33])[CH:30]=[C:29]([F:34])[CH:28]=1)=[O:9])([CH3:6])([CH3:5])[CH3:4].Br[CH2:36][C:37]1[CH:42]=[CH:41][CH:40]=[C:39]([O:43][C:44]([F:47])([F:46])[F:45])[CH:38]=1. Product: [C:3]([O:7][C:8]([N:10]1[CH2:14][C@H:13]([O:15][CH2:36][C:37]2[CH:42]=[CH:41][CH:40]=[C:39]([O:43][C:44]([F:45])([F:46])[F:47])[CH:38]=2)[CH2:12][C@@H:11]1[C@H:16]1[O:20][C:19]([CH3:21])([CH3:22])[N:18]([C:23](=[O:25])[CH3:24])[C@H:17]1[CH2:26][C:27]1[CH:28]=[C:29]([F:34])[CH:30]=[C:31]([F:33])[CH:32]=1)=[O:9])([CH3:4])([CH3:5])[CH3:6]. The catalyst class is: 9. (2) Reactant: [CH3:1][N:2]1[CH2:7][CH2:6][C:5](=[O:8])[CH2:4][CH2:3]1.[CH3:9][I:10]. Product: [I-:10].[CH3:1][N+:2]1([CH3:9])[CH2:7][CH2:6][C:5](=[O:8])[CH2:4][CH2:3]1. The catalyst class is: 21. (3) Reactant: [CH2:1]([O:3][C:4](=[CH:10][CH:11]=[CH:12][C:13]1[CH:18]=[CH:17][C:16]([N+:19]([O-])=O)=[CH:15][CH:14]=1)[C:5]([O:7][CH2:8][CH3:9])=[O:6])[CH3:2]. Product: [CH2:8]([O:7][C:5](=[O:6])[CH:4]([O:3][CH2:1][CH3:2])[CH2:10][CH2:11][CH2:12][C:13]1[CH:14]=[CH:15][C:16]([NH2:19])=[CH:17][CH:18]=1)[CH3:9]. The catalyst class is: 78. (4) Reactant: [C:1]1([C:7]2([C:10]#[N:11])[CH2:9][CH2:8]2)[CH:6]=[CH:5][CH:4]=[CH:3][CH:2]=1.[Cl:12][S:13](O)(=[O:15])=[O:14]. Product: [C:10]([C:7]1([C:1]2[CH:6]=[CH:5][C:4]([S:13]([Cl:12])(=[O:15])=[O:14])=[CH:3][CH:2]=2)[CH2:8][CH2:9]1)#[N:11]. The catalyst class is: 22. (5) Reactant: [CH3:1][N:2]1[CH2:25][CH2:24][N:5]2[C:6]3[CH:7]=[CH:8][CH:9]=[CH:10][C:11]=3[C:12]([S:13][C:14]3[CH:23]=[CH:22][C:17]([C:18](OC)=[O:19])=[CH:16][CH:15]=3)=[C:4]2[C:3]1=[O:26].[NH2:27][OH:28].Cl.C[O-].[Na+]. Product: [OH:28][NH:27][C:18](=[O:19])[C:17]1[CH:16]=[CH:15][C:14]([S:13][C:12]2[C:11]3[CH:10]=[CH:9][CH:8]=[CH:7][C:6]=3[N:5]3[CH2:24][CH2:25][N:2]([CH3:1])[C:3](=[O:26])[C:4]=23)=[CH:23][CH:22]=1. The catalyst class is: 5. (6) Reactant: [CH2:1]([C:5]1[N:9]([C:10]2[N:15]=[C:14]([C:16]3[S:17][CH:18]=[CH:19][CH:20]=3)[C:13]([CH3:21])=[CH:12][N:11]=2)[N:8]=[CH:7][C:6]=1[NH:22]C(=O)OC(C)(C)C)[CH2:2][CH2:3][CH3:4].FC(F)(F)C(O)=O. Product: [CH2:1]([C:5]1[N:9]([C:10]2[N:15]=[C:14]([C:16]3[S:17][CH:18]=[CH:19][CH:20]=3)[C:13]([CH3:21])=[CH:12][N:11]=2)[N:8]=[CH:7][C:6]=1[NH2:22])[CH2:2][CH2:3][CH3:4]. The catalyst class is: 22. (7) Reactant: [Li+].[OH-].C[O:4][C:5](=[O:17])[C:6]1[CH:11]=[C:10]([CH2:12][O:13][CH3:14])[CH:9]=[C:8]([C:15]#[N:16])[CH:7]=1.Cl.O. Product: [C:15]([C:8]1[CH:7]=[C:6]([CH:11]=[C:10]([CH2:12][O:13][CH3:14])[CH:9]=1)[C:5]([OH:17])=[O:4])#[N:16]. The catalyst class is: 22.